Dataset: Catalyst prediction with 721,799 reactions and 888 catalyst types from USPTO. Task: Predict which catalyst facilitates the given reaction. (1) Reactant: C([O:3][C:4]([C@H:6]1[C@H:11]([C:12]2[CH:17]=[CH:16][C:15]([F:18])=[CH:14][CH:13]=2)[CH2:10][C:9](=O)[N:8]([CH3:20])[C:7]1=O)=O)C.[H-].[H-].[H-].[H-].[Li+].[Al+3]. Product: [F:18][C:15]1[CH:16]=[CH:17][C:12]([C@@H:11]2[CH2:10][CH2:9][N:8]([CH3:20])[CH2:7][C@H:6]2[CH2:4][OH:3])=[CH:13][CH:14]=1. The catalyst class is: 7. (2) Reactant: [Cl:1][C:2]1[CH:7]=[C:6]([Cl:8])[CH:5]=[CH:4][C:3]=1[C:9]1[N:14]=[C:13]([C:15]([OH:17])=O)[CH:12]=[N:11][C:10]=1[O:18][CH2:19][CH2:20][O:21][CH3:22].C(N1C=CN=C1)(N1C=CN=C1)=O.[NH2:35][CH2:36][C:37]([CH:40]1[CH2:42][CH2:41]1)([OH:39])[CH3:38]. Product: [CH:40]1([C:37]([OH:39])([CH3:38])[CH2:36][NH:35][C:15]([C:13]2[CH:12]=[N:11][C:10]([O:18][CH2:19][CH2:20][O:21][CH3:22])=[C:9]([C:3]3[CH:4]=[CH:5][C:6]([Cl:8])=[CH:7][C:2]=3[Cl:1])[N:14]=2)=[O:17])[CH2:42][CH2:41]1. The catalyst class is: 9. (3) Reactant: [C:1]1([C:7]2[N:12]=[C:11]3[CH2:13][CH2:14][CH2:15][N:16]([CH2:17][C:18]4[CH:19]=[C:20]([OH:24])[CH:21]=[CH:22][CH:23]=4)[C:10]3=[N:9][C:8]=2[C:25]2[CH:30]=[CH:29][CH:28]=[CH:27][CH:26]=2)[CH:6]=[CH:5][CH:4]=[CH:3][CH:2]=1.C(=O)([O-])[O-].[K+].[K+].Br[CH2:38][C:39]([O:41][CH2:42][CH3:43])=[O:40]. Product: [C:1]1([C:7]2[N:12]=[C:11]3[CH2:13][CH2:14][CH2:15][N:16]([CH2:17][C:18]4[CH:19]=[C:20]([CH:21]=[CH:22][CH:23]=4)[O:24][CH2:38][C:39]([O:41][CH2:42][CH3:43])=[O:40])[C:10]3=[N:9][C:8]=2[C:25]2[CH:26]=[CH:27][CH:28]=[CH:29][CH:30]=2)[CH:2]=[CH:3][CH:4]=[CH:5][CH:6]=1. The catalyst class is: 21. (4) The catalyst class is: 14. Reactant: [CH3:1][O:2][C:3]1[CH:4]=[C:5]2[C:10](=[CH:11][C:12]=1[O:13][CH3:14])[N:9]=[C:8]([CH3:15])[N:7]=[C:6]2[O:16][C:17]1[CH:22]=[CH:21][C:20]([N+:23]([O-])=O)=[CH:19][CH:18]=1. Product: [CH3:1][O:2][C:3]1[CH:4]=[C:5]2[C:10](=[CH:11][C:12]=1[O:13][CH3:14])[N:9]=[C:8]([CH3:15])[N:7]=[C:6]2[O:16][C:17]1[CH:18]=[CH:19][C:20]([NH2:23])=[CH:21][CH:22]=1. (5) Reactant: [CH:1]([C:4]1[N:5]=[C:6]2[C:11]([C:12]([F:15])([F:14])[F:13])=[CH:10][CH:9]=[CH:8][N:7]2[C:16]=1[C:17]1[CH:18]=[C:19]([OH:23])[CH:20]=[CH:21][CH:22]=1)([CH3:3])[CH3:2].F[C:25]1[CH:30]=[CH:29][CH:28]=[C:27]([S:31]([C:34]([F:37])([F:36])[F:35])(=[O:33])=[O:32])[CH:26]=1.C(=O)([O-])[O-].[K+].[K+]. Product: [CH:1]([C:4]1[N:5]=[C:6]2[C:11]([C:12]([F:15])([F:14])[F:13])=[CH:10][CH:9]=[CH:8][N:7]2[C:16]=1[C:17]1[CH:22]=[CH:21][CH:20]=[C:19]([O:23][C:29]2[CH:30]=[CH:25][CH:26]=[C:27]([S:31]([C:34]([F:35])([F:37])[F:36])(=[O:33])=[O:32])[CH:28]=2)[CH:18]=1)([CH3:3])[CH3:2]. The catalyst class is: 18. (6) Reactant: [NH:1]1[C:9]2[C:4](=[C:5]([NH:10][C:11]3[N:23]=[CH:22][C:21]([CH:24]4[CH2:26][CH2:25]4)=[CH:20][C:12]=3[C:13]([O:15][C:16]([CH3:19])([CH3:18])[CH3:17])=[O:14])[CH:6]=[CH:7][CH:8]=2)[CH:3]=[CH:2]1.CC(C)([O-])C.[K+].Br[CH2:34][CH:35]1[CH2:38][CH2:37][CH2:36]1.O. Product: [CH:35]1([CH2:34][N:1]2[C:9]3[C:4](=[C:5]([NH:10][C:11]4[N:23]=[CH:22][C:21]([CH:24]5[CH2:26][CH2:25]5)=[CH:20][C:12]=4[C:13]([O:15][C:16]([CH3:18])([CH3:19])[CH3:17])=[O:14])[CH:6]=[CH:7][CH:8]=3)[CH:3]=[CH:2]2)[CH2:38][CH2:37][CH2:36]1. The catalyst class is: 42.